This data is from Forward reaction prediction with 1.9M reactions from USPTO patents (1976-2016). The task is: Predict the product of the given reaction. (1) Given the reactants [C:1]([O:5][C:6]([N:8]1[CH2:11][C:10]2([CH2:14][NH:13][CH2:12]2)[CH2:9]1)=[O:7])([CH3:4])([CH3:3])[CH3:2].[Br:15][C:16]1[CH:17]=[N:18][CH:19]=[C:20](Br)[CH:21]=1.C1C=CC(P(C2C(C3C(P(C4C=CC=CC=4)C4C=CC=CC=4)=CC=C4C=3C=CC=C4)=C3C(C=CC=C3)=CC=2)C2C=CC=CC=2)=CC=1.CC(C)([O-])C.[Na+], predict the reaction product. The product is: [C:1]([O:5][C:6]([N:8]1[CH2:11][C:10]2([CH2:12][N:13]([C:20]3[CH:19]=[N:18][CH:17]=[C:16]([Br:15])[CH:21]=3)[CH2:14]2)[CH2:9]1)=[O:7])([CH3:4])([CH3:2])[CH3:3]. (2) Given the reactants [CH3:1][N:2]1[CH2:7][CH2:6][NH:5][CH2:4][CH2:3]1.C1CN([P+](Br)(N2CCCC2)N2CCCC2)CC1.F[P-](F)(F)(F)(F)F.[C:32]([C:35]1[CH:40]=[CH:39][C:38]([B:41]([OH:43])[OH:42])=[CH:37][CH:36]=1)(O)=[O:33].CCN(C(C)C)C(C)C, predict the reaction product. The product is: [CH3:1][N:2]1[CH2:7][CH2:6][N:5]([C:32]([C:35]2[CH:36]=[CH:37][C:38]([B:41]([OH:43])[OH:42])=[CH:39][CH:40]=2)=[O:33])[CH2:4][CH2:3]1.